Dataset: Full USPTO retrosynthesis dataset with 1.9M reactions from patents (1976-2016). Task: Predict the reactants needed to synthesize the given product. (1) Given the product [O:11]=[C:10]1[CH2:9][CH2:8][N:1]([C:2]2[CH:3]=[CH:4][CH:5]=[CH:6][CH:7]=2)[CH2:26][N:12]1[NH:13][C:14]([C:16]1[NH:17][C:18]2[C:23]([CH:24]=1)=[CH:22][C:21]([Cl:25])=[CH:20][CH:19]=2)=[O:15], predict the reactants needed to synthesize it. The reactants are: [NH:1]([CH2:8][CH2:9][C:10]([NH:12][NH:13][C:14]([C:16]1[NH:17][C:18]2[C:23]([CH:24]=1)=[CH:22][C:21]([Cl:25])=[CH:20][CH:19]=2)=[O:15])=[O:11])[C:2]1[CH:7]=[CH:6][CH:5]=[CH:4][CH:3]=1.[CH2:26]=O.O. (2) Given the product [C:21]([C:18]1[CH:17]=[CH:16][C:15]([C:14]([N:7]2[C@@H:8]([C:9]3[S:10][CH:11]=[CH:12][N:13]=3)[C@@H:4]([C:2]3[O:3][N:37]=[CH:38][N:1]=3)[CH2:5][C@@:6]2([CH2:33][CH:34]([CH3:36])[CH3:35])[C:26]([OH:28])=[O:27])=[O:25])=[CH:20][CH:19]=1)([CH3:22])([CH3:23])[CH3:24], predict the reactants needed to synthesize it. The reactants are: [NH2:1][C:2]([C@@H:4]1[C@H:8]([C:9]2[S:10][CH:11]=[CH:12][N:13]=2)[N:7]([C:14](=[O:25])[C:15]2[CH:20]=[CH:19][C:18]([C:21]([CH3:24])([CH3:23])[CH3:22])=[CH:17][CH:16]=2)[C@:6]([CH2:33][CH:34]([CH3:36])[CH3:35])([C:26]([O:28]C(C)(C)C)=[O:27])[CH2:5]1)=[O:3].[NH2:37][C:38]([C@@H]1[C@H](C2SC=CN=2)N[C@](CC(C)C)(C(OC(C)(C)C)=O)C1)=O. (3) Given the product [N:19]1([CH:14]2[CH2:13][C:12]3[C:16](=[CH:17][CH:18]=[C:10]([O:9][C:6]4[N:7]=[CH:8][C:3]([N:24]5[CH2:28][CH2:27][CH2:26][C:25]5=[O:29])=[CH:4][CH:5]=4)[CH:11]=3)[CH2:15]2)[CH2:23][CH2:22][CH2:21][CH2:20]1, predict the reactants needed to synthesize it. The reactants are: [I-].Br[C:3]1[CH:4]=[CH:5][C:6]([O:9][C:10]2[CH:11]=[C:12]3[C:16](=[CH:17][CH:18]=2)[CH2:15][CH:14]([N:19]2[CH2:23][CH2:22][CH2:21][CH2:20]2)[CH2:13]3)=[N:7][CH:8]=1.[NH:24]1[CH2:28][CH2:27][CH2:26][C:25]1=[O:29].C(=O)([O-])[O-].[K+].[K+].CNCCNC. (4) Given the product [CH3:45][C:43]1[CH:44]=[C:39]([CH3:38])[N:40]=[C:41]([O:1][C@@H:2]([C:6]([O:19][CH3:20])([C:7]2[CH:12]=[CH:11][CH:10]=[CH:9][CH:8]=2)[C:13]2[CH:18]=[CH:17][CH:16]=[CH:15][CH:14]=2)[C:3]([OH:5])=[O:4])[N:42]=1, predict the reactants needed to synthesize it. The reactants are: [OH:1][C@@H:2]([C:6]([O:19][CH3:20])([C:13]1[CH:18]=[CH:17][CH:16]=[CH:15][CH:14]=1)[C:7]1[CH:12]=[CH:11][CH:10]=[CH:9][CH:8]=1)[C:3]([O-:5])=[O:4].Cl[C@H](C1C=CC(Cl)=CC=1)C[NH3+].CC(C)([O-])C.[K+].[CH3:38][C:39]1[CH:44]=[C:43]([CH3:45])[N:42]=[C:41](S(C)(=O)=O)[N:40]=1.O. (5) Given the product [CH3:23][C:9]1[N:8]=[C:7]([C:5]2[S:6][C:2]([C:28]3[CH:27]=[N:26][C:25]([NH2:24])=[N:30][CH:29]=3)=[CH:3][CH:4]=2)[CH:12]=[C:11]([C:13]2[CH:18]=[CH:17][C:16]([C:19]([F:22])([F:21])[F:20])=[CH:15][CH:14]=2)[CH:10]=1, predict the reactants needed to synthesize it. The reactants are: Br[C:2]1[S:6][C:5]([C:7]2[CH:12]=[C:11]([C:13]3[CH:18]=[CH:17][C:16]([C:19]([F:22])([F:21])[F:20])=[CH:15][CH:14]=3)[CH:10]=[C:9]([CH3:23])[N:8]=2)=[CH:4][CH:3]=1.[NH2:24][C:25]1[N:30]=[CH:29][C:28](B2OC(C)(C)C(C)(C)O2)=[CH:27][N:26]=1. (6) Given the product [C:21]([C:20]1[CH:23]=[C:16]([C:14]2[S:13][N:12]=[C:11]([C:4]3[C:3]([CH2:1][CH3:2])=[C:8]([CH2:28][N:29]([CH3:34])[CH2:30][C:31]([OH:33])=[O:32])[CH:7]=[CH:6][CH:5]=3)[N:15]=2)[CH:17]=[CH:18][C:19]=1[O:24][CH:25]([CH3:26])[CH3:27])#[N:22], predict the reactants needed to synthesize it. The reactants are: [CH2:1]([C:3]1[C:8](C=O)=[CH:7][CH:6]=[CH:5][C:4]=1[C:11]1[N:15]=[C:14]([C:16]2[CH:17]=[CH:18][C:19]([O:24][CH:25]([CH3:27])[CH3:26])=[C:20]([CH:23]=2)[C:21]#[N:22])[S:13][N:12]=1)[CH3:2].[CH3:28][NH:29][CH2:30][C:31]([OH:33])=[O:32].[C:34](O)(=O)C.C(O[BH-](OC(=O)C)OC(=O)C)(=O)C.[Na+]. (7) The reactants are: [C:1]([O:5][C:6]([NH:8][CH2:9][C:10]([C:17]1[CH2:22][CH2:21][CH2:20][CH2:19][CH:18]=1)([CH3:16])[C:11]([O:13][CH2:14][CH3:15])=[O:12])=[O:7])([CH3:4])([CH3:3])[CH3:2].[CH3:23]I.[H-].[Na+]. Given the product [C:1]([O:5][C:6]([N:8]([CH3:23])[CH2:9][C:10]([C:17]1[CH2:22][CH2:21][CH2:20][CH2:19][CH:18]=1)([CH3:16])[C:11]([O:13][CH2:14][CH3:15])=[O:12])=[O:7])([CH3:2])([CH3:3])[CH3:4], predict the reactants needed to synthesize it.